This data is from NCI-60 drug combinations with 297,098 pairs across 59 cell lines. The task is: Regression. Given two drug SMILES strings and cell line genomic features, predict the synergy score measuring deviation from expected non-interaction effect. (1) Drug 1: CC1=C(C(CCC1)(C)C)C=CC(=CC=CC(=CC(=O)O)C)C. Drug 2: C(=O)(N)NO. Cell line: OVCAR3. Synergy scores: CSS=-0.331, Synergy_ZIP=1.90, Synergy_Bliss=2.72, Synergy_Loewe=-1.46, Synergy_HSA=-2.04. (2) Drug 1: C1CN(CCN1C(=O)CCBr)C(=O)CCBr. Drug 2: CCC1(C2=C(COC1=O)C(=O)N3CC4=CC5=C(C=CC(=C5CN(C)C)O)N=C4C3=C2)O.Cl. Cell line: OVCAR-5. Synergy scores: CSS=12.7, Synergy_ZIP=-7.07, Synergy_Bliss=-3.34, Synergy_Loewe=-12.6, Synergy_HSA=-2.25. (3) Synergy scores: CSS=12.2, Synergy_ZIP=-4.49, Synergy_Bliss=-5.61, Synergy_Loewe=-4.70, Synergy_HSA=-4.02. Drug 1: C1=CC=C(C(=C1)C(C2=CC=C(C=C2)Cl)C(Cl)Cl)Cl. Cell line: HCT116. Drug 2: C1C(C(OC1N2C=NC3=C2NC=NCC3O)CO)O. (4) Drug 1: C1=NC2=C(N=C(N=C2N1C3C(C(C(O3)CO)O)O)F)N. Drug 2: CC1CCCC2(C(O2)CC(NC(=O)CC(C(C(=O)C(C1O)C)(C)C)O)C(=CC3=CSC(=N3)C)C)C. Cell line: NCI-H460. Synergy scores: CSS=39.9, Synergy_ZIP=-3.23, Synergy_Bliss=-10.2, Synergy_Loewe=-32.3, Synergy_HSA=-8.54.